Predict which catalyst facilitates the given reaction. From a dataset of Catalyst prediction with 721,799 reactions and 888 catalyst types from USPTO. (1) Reactant: [CH3:1][O:2][CH2:3][CH2:4][O:5][CH2:6][CH2:7][O:8][CH2:9][CH2:10][O:11][CH2:12][C:13]([O:15]CC)=[O:14].[OH-].[Na+].Cl. Product: [CH3:1][O:2][CH2:3][CH2:4][O:5][CH2:6][CH2:7][O:8][CH2:9][CH2:10][O:11][CH2:12][C:13]([OH:15])=[O:14]. The catalyst class is: 170. (2) Reactant: C(N(CC)CC)C.COCCBr.[Cl:13]C1C=CC(N[C:19]2[C:28]3[C:23](=[CH:24][C:25](OCCNC)=[C:26](OC)[CH:27]=3)[N:22]=[CH:21][N:20]=2)=C(F)C=1. Product: [ClH:13].[N:22]1[C:23]2[C:28](=[CH:27][CH:26]=[CH:25][CH:24]=2)[CH:19]=[N:20][CH:21]=1. The catalyst class is: 21. (3) Reactant: CO[C:3]([C@@H:5]1[CH2:10][CH2:9][CH2:8][CH2:7][C@@H:6]1[C:11]([OH:13])=[O:12])=O.C(N(CC)CC)C.ClC(OCC)=O. Product: [C:11]1(=[O:12])[C@H:6]2[C@H:5]([CH2:10][CH2:9][CH2:8][CH2:7]2)[CH2:3][O:13]1. The catalyst class is: 1. (4) Reactant: Cl[C:2]1[C:3]2[C:4](=[CH:14][N:15](CC3C=CC(OC)=CC=3)[N:16]=2)[N:5]=[C:6]([C:8]2[CH:13]=[CH:12][N:11]=[CH:10][CH:9]=2)[N:7]=1.[NH:26]1[C:34]2[C:29](=[CH:30][CH:31]=[C:32]([NH2:35])[CH:33]=2)[CH:28]=[N:27]1.Cl. Product: [NH:26]1[C:34]2[C:29](=[CH:30][CH:31]=[C:32]([NH:35][C:2]3[C:3]4[NH:16][N:15]=[CH:14][C:4]=4[N:5]=[C:6]([C:8]4[CH:9]=[CH:10][N:11]=[CH:12][CH:13]=4)[N:7]=3)[CH:33]=2)[CH:28]=[N:27]1. The catalyst class is: 71. (5) Reactant: [C:1]([O:5][C:6]([N:8]1[CH2:13][CH2:12][CH:11]([NH:14][C:15]2[O:16][C:17]3[CH:23]=[CH:22][CH:21]=[C:20]([OH:24])[C:18]=3[N:19]=2)[CH2:10][CH2:9]1)=[O:7])([CH3:4])([CH3:3])[CH3:2].[N:25]1[CH:30]=[CH:29][C:28]([CH2:31]O)=[CH:27][CH:26]=1.C1(P(C2C=CC=CC=2)C2C=CC=CC=2)C=CC=CC=1.N(C(OC(C)(C)C)=O)=NC(OC(C)(C)C)=O. Product: [C:1]([O:5][C:6]([N:8]1[CH2:13][CH2:12][CH:11]([NH:14][C:15]2[O:16][C:17]3[CH:23]=[CH:22][CH:21]=[C:20]([O:24][CH2:31][C:28]4[CH:29]=[CH:30][N:25]=[CH:26][CH:27]=4)[C:18]=3[N:19]=2)[CH2:10][CH2:9]1)=[O:7])([CH3:4])([CH3:2])[CH3:3]. The catalyst class is: 1. (6) Reactant: C([O:8][C:9]1[CH:14]=[CH:13][C:12]([N:15]([C:65]2[CH:70]=[CH:69][CH:68]=[CH:67][CH:66]=2)[C:16]([C:18]2[C:26]3[C:21](=[CH:22][CH:23]=[CH:24][CH:25]=3)[N:20]([C:27]3[CH:53]=[CH:52][C:51]([NH:54][C:55](=[O:64])[CH2:56][S:57][C:58]4[CH:63]=[CH:62][CH:61]=[CH:60][CH:59]=4)=[CH:50][C:28]=3[C:29]([N:31]3[C@H:40]([CH2:41][NH:42]C(=O)OC(C)(C)C)[CH2:39][C:38]4[C:33](=[CH:34][CH:35]=[CH:36][CH:37]=4)[CH2:32]3)=[O:30])[CH:19]=2)=[O:17])=[CH:11][CH:10]=1)C1C=CC=CC=1.B(Cl)(Cl)Cl.CO.C(N(CC)CC)C. Product: [NH2:42][CH2:41][C@@H:40]1[CH2:39][C:38]2[C:33](=[CH:34][CH:35]=[CH:36][CH:37]=2)[CH2:32][N:31]1[C:29]([C:28]1[CH:50]=[C:51]([NH:54][C:55](=[O:64])[CH2:56][S:57][C:58]2[CH:59]=[CH:60][CH:61]=[CH:62][CH:63]=2)[CH:52]=[CH:53][C:27]=1[N:20]1[C:21]2[C:26](=[CH:25][CH:24]=[CH:23][CH:22]=2)[C:18]([C:16]([N:15]([C:12]2[CH:11]=[CH:10][C:9]([OH:8])=[CH:14][CH:13]=2)[C:65]2[CH:66]=[CH:67][CH:68]=[CH:69][CH:70]=2)=[O:17])=[CH:19]1)=[O:30]. The catalyst class is: 96. (7) Reactant: Cl[C:2]1[N:6]([CH2:7][CH2:8][CH2:9][C:10]([O:12][CH2:13][CH3:14])=[O:11])[C:5]2[C:15]([CH:19]([CH2:22][CH3:23])[CH2:20][CH3:21])=[CH:16][CH:17]=[CH:18][C:4]=2[N:3]=1.[CH3:24][O:25][C:26]1[CH:32]=[C:31]([O:33][CH3:34])[CH:30]=[CH:29][C:27]=1[NH2:28].C(=O)([O-])O.[Na+]. Product: [CH3:24][O:25][C:26]1[CH:32]=[C:31]([O:33][CH3:34])[CH:30]=[CH:29][C:27]=1[NH:28][C:2]1[N:6]([CH2:7][CH2:8][CH2:9][C:10]([O:12][CH2:13][CH3:14])=[O:11])[C:5]2[C:15]([CH:19]([CH2:22][CH3:23])[CH2:20][CH3:21])=[CH:16][CH:17]=[CH:18][C:4]=2[N:3]=1. The catalyst class is: 60. (8) Reactant: [Cl:1][C:2]1[C:11]2[C:6](=[CH:7][CH:8]=[CH:9][CH:10]=2)[N:5]=[CH:4][CH:3]=1.[N+:12]([O-])([OH:14])=[O:13]. Product: [Cl:1][C:2]1[C:11]2[C:6](=[C:7]([N+:12]([O-:14])=[O:13])[CH:8]=[CH:9][CH:10]=2)[N:5]=[CH:4][CH:3]=1. The catalyst class is: 82.